Dataset: Reaction yield outcomes from USPTO patents with 853,638 reactions. Task: Predict the reaction yield, written as a fraction of the theoretical maximum amount of product (1.0 means a 100% yield; for example, 0.34 means a 34% yield). (1) The reactants are Cl.Cl.[CH2:3]1[C:11]2[C:6](=[CH:7][CH:8]=[CH:9][CH:10]=2)[CH2:5][CH:4]1[N:12]1[CH2:17][CH2:16][NH:15][CH2:14][CH2:13]1.[F:18][C:19]([F:35])([F:34])[C:20]1[O:24][N:23]=[C:22]([C:25]2[CH:26]=[C:27]([CH:31]=[CH:32][CH:33]=2)[C:28](O)=[O:29])[N:21]=1. No catalyst specified. The product is [CH2:5]1[C:6]2[C:11](=[CH:10][CH:9]=[CH:8][CH:7]=2)[CH2:3][CH:4]1[N:12]1[CH2:13][CH2:14][N:15]([C:28]([C:27]2[CH:31]=[CH:32][CH:33]=[C:25]([C:22]3[N:21]=[C:20]([C:19]([F:34])([F:18])[F:35])[O:24][N:23]=3)[CH:26]=2)=[O:29])[CH2:16][CH2:17]1. The yield is 0.390. (2) The reactants are [O:1]=[CH:2][C:3]1[CH:11]=[CH:10][C:8](O)=[C:5]([O:6][CH3:7])[CH:4]=1.N1C=CC=CC=1.[S:18](O[S:18]([C:21]([F:24])([F:23])[F:22])(=[O:20])=[O:19])([C:21]([F:24])([F:23])[F:22])(=[O:20])=[O:19]. The catalyst is ClCCl. The product is [CH3:7][O:6][C:5]1[CH:4]=[C:3]([CH:11]=[CH:10][C:8]=1[S:18]([C:21]([F:24])([F:23])[F:22])(=[O:20])=[O:19])[CH:2]=[O:1]. The yield is 0.740. (3) The product is [NH2:13][C:4]1[C:5]([CH3:12])=[C:6]([CH:11]=[C:2]([Br:1])[CH:3]=1)[C:7]([O:9][CH3:10])=[O:8]. The catalyst is C(O)C.[Fe]. The reactants are [Br:1][C:2]1[CH:3]=[C:4]([N+:13]([O-])=O)[C:5]([CH3:12])=[C:6]([CH:11]=1)[C:7]([O:9][CH3:10])=[O:8].[NH4+].[Cl-]. The yield is 0.991. (4) The reactants are [CH3:1][N:2]1[CH2:7][CH2:6][CH:5]([O:8][C:9]2[CH:18]=[CH:17][C:12]([C:13]([O:15]C)=[O:14])=[CH:11][C:10]=2[C:19]([F:22])([F:21])[F:20])[CH2:4][CH2:3]1.[OH-].[Na+].Cl.C(Cl)Cl.CO. The catalyst is CO.O. The product is [CH3:1][N:2]1[CH2:7][CH2:6][CH:5]([O:8][C:9]2[CH:18]=[CH:17][C:12]([C:13]([OH:15])=[O:14])=[CH:11][C:10]=2[C:19]([F:20])([F:21])[F:22])[CH2:4][CH2:3]1. The yield is 1.00.